From a dataset of Reaction yield outcomes from USPTO patents with 853,638 reactions. Predict the reaction yield, written as a fraction of the theoretical maximum amount of product (1.0 means a 100% yield; for example, 0.34 means a 34% yield). (1) The reactants are [Cl:1][C:2]1[CH:3]=[C:4]([CH:9]([CH2:17][CH:18]2[CH2:22][CH2:21][CH:20]([OH:23])[CH2:19]2)[C:10]([NH:12][C:13]([NH:15][CH3:16])=[O:14])=[O:11])[CH:5]=[CH:6][C:7]=1[Cl:8].[Cr](Cl)([O-])(=O)=O.[NH+]1C=CC=CC=1. The catalyst is C(Cl)Cl. The product is [Cl:1][C:2]1[CH:3]=[C:4]([CH:9]([CH2:17][CH:18]2[CH2:22][CH2:21][C:20](=[O:23])[CH2:19]2)[C:10]([NH:12][C:13]([NH:15][CH3:16])=[O:14])=[O:11])[CH:5]=[CH:6][C:7]=1[Cl:8]. The yield is 0.761. (2) The reactants are [CH3:1][C:2]([S:5]([NH2:7])=[O:6])([CH3:4])[CH3:3].[Br:8][C:9]1[CH:17]=[C:16]2[C:12]([CH2:13][C:14]3([CH2:23][CH2:22][CH:21]([CH:24]([F:26])[F:25])[CH2:20][CH2:19]3)[C:15]2=O)=[CH:11][CH:10]=1.CCOC(C)=O.C([O-])(O)=O.[Na+]. The catalyst is CCCCCCC.[O-]CC.[Ti+4].[O-]CC.[O-]CC.[O-]CC. The product is [Br:8][C:9]1[CH:17]=[C:16]2[C:12](=[CH:11][CH:10]=1)[CH2:13][C:14]1([CH2:23][CH2:22][CH:21]([CH:24]([F:25])[F:26])[CH2:20][CH2:19]1)[C:15]2=[N:7][S:5]([C:2]([CH3:4])([CH3:3])[CH3:1])=[O:6]. The yield is 0.600.